This data is from Experimentally validated miRNA-target interactions with 360,000+ pairs, plus equal number of negative samples. The task is: Binary Classification. Given a miRNA mature sequence and a target amino acid sequence, predict their likelihood of interaction. The protein sequence of the target gene is MAAVGPRTGPGTGAEALALAAELQGEATCSICLELFREPVSVECGHSFCRACIGRCWERPGAGSVGAATRAPPFPLPCPQCREPARPSQLRPNRQLAAVATLLRRFSLPAAAPGEHGSQAAAARAAAARCGQHGEPFKLYCQDDGRAICVVCDRAREHREHAVLPLDEAVQEAKELLESRLRVLKKELEDCEVFRSTEKKESKELLKQMAAEQEKVGAEFQALRAFLVEQEGRLLGRLEELSREVAQKQNENLAQLGVEITQLSKLSSQIQETAQKPDLDFLQEFKSTLSRCSNVPGPKP.... Result: 0 (no interaction). The miRNA is hsa-miR-4507 with sequence CUGGGUUGGGCUGGGCUGGG.